This data is from Peptide-MHC class I binding affinity with 185,985 pairs from IEDB/IMGT. The task is: Regression. Given a peptide amino acid sequence and an MHC pseudo amino acid sequence, predict their binding affinity value. This is MHC class I binding data. (1) The peptide sequence is FLLRHLSSV. The MHC is H-2-Db with pseudo-sequence H-2-Db. The binding affinity (normalized) is 0.224. (2) The peptide sequence is TLLVDLLWL. The MHC is HLA-A03:01 with pseudo-sequence HLA-A03:01. The binding affinity (normalized) is 0.126.